Dataset: Reaction yield outcomes from USPTO patents with 853,638 reactions. Task: Predict the reaction yield, written as a fraction of the theoretical maximum amount of product (1.0 means a 100% yield; for example, 0.34 means a 34% yield). (1) The reactants are [C:1]([CH:6]=P(C1C=CC=CC=1)(C1C=CC=CC=1)C1C=CC=CC=1)([O:3][CH2:4][CH3:5])=[O:2].[F:26][C:27]1[C:32]([F:33])=[CH:31][CH:30]=[CH:29][C:28]=1[C@@H:34]1[CH2:44][CH2:43][C:42](=O)[C:37]2=[N:38][CH:39]=[CH:40][CH:41]=[C:36]2[C@H:35]1[NH:46][C:47](=[O:53])[O:48][C:49]([CH3:52])([CH3:51])[CH3:50]. The catalyst is C1(C)C=CC=CC=1. The product is [C:49]([O:48][C:47]([NH:46][C@@H:35]1[C:36]2[C:37](=[N:38][CH:39]=[CH:40][CH:41]=2)/[C:42](=[CH:6]/[C:1]([O:3][CH2:4][CH3:5])=[O:2])/[CH2:43][CH2:44][C@H:34]1[C:28]1[CH:29]=[CH:30][CH:31]=[C:32]([F:33])[C:27]=1[F:26])=[O:53])([CH3:51])([CH3:52])[CH3:50]. The yield is 0.590. (2) The reactants are [CH3:1][O:2][C:3]1[C:12]2[N:11]=[C:10]([NH2:13])[N:9]3[CH2:14][CH2:15][N:16]=[C:8]3[C:7]=2[CH:6]=[CH:5][C:4]=1[O:17][CH2:18][C@H:19]1[CH2:21][O:20]1.[CH3:22][C@H:23]1[O:28][C@@H:27]([CH3:29])[CH2:26][NH:25][CH2:24]1. The catalyst is CN(C=O)C. The product is [CH3:29][C@H:27]1[O:28][C@@H:23]([CH3:22])[CH2:24][N:25]([CH2:21][C@@H:19]([OH:20])[CH2:18][O:17][C:4]2[CH:5]=[CH:6][C:7]3[C:8]4[N:9]([CH2:14][CH2:15][N:16]=4)[C:10]([NH2:13])=[N:11][C:12]=3[C:3]=2[O:2][CH3:1])[CH2:26]1. The yield is 0.960. (3) The reactants are [Br:1][C:2]1[CH:7]=[CH:6][C:5]([OH:8])=[CH:4][CH:3]=1.C(=O)([O-])[O-].[K+].[K+].Br[CH2:16][CH2:17][O:18][CH3:19]. The catalyst is CN(C)C=O. The product is [Br:1][C:2]1[CH:7]=[CH:6][C:5]([O:8][CH2:16][CH2:17][O:18][CH3:19])=[CH:4][CH:3]=1. The yield is 0.480. (4) The reactants are N(C(C)C)C(C)C.C([Li])CCC.[F:13][C:14]([F:28])([F:27])[C:15]([NH:17][C:18]1[CH:22]=[CH:21][S:20][C:19]=1[C:23]([O:25][CH3:26])=[O:24])=[O:16].[Br:29]CCBr.C([O-])(O)=O.[Na+].S([O-])([O-])(=O)=S.[Na+].[Na+]. The catalyst is C1COCC1.CO. The product is [Br:29][C:21]1[S:20][C:19]([C:23]([O:25][CH3:26])=[O:24])=[C:18]([NH:17][C:15](=[O:16])[C:14]([F:13])([F:27])[F:28])[CH:22]=1. The yield is 0.210. (5) The reactants are [F:1][C:2]1[CH:7]=[CH:6][CH:5]=[C:4]([F:8])[C:3]=1[C:9]([N:11]1[CH2:16][CH2:15][CH:14]([O:17][C:18]2[CH:23]=[C:22]([N+:24]([O-])=O)[CH:21]=[CH:20][N:19]=2)[CH2:13][CH2:12]1)=[O:10]. The catalyst is C(O)(=O)C.[Fe]. The product is [NH2:24][C:22]1[CH:21]=[CH:20][N:19]=[C:18]([O:17][CH:14]2[CH2:13][CH2:12][N:11]([C:9]([C:3]3[C:2]([F:1])=[CH:7][CH:6]=[CH:5][C:4]=3[F:8])=[O:10])[CH2:16][CH2:15]2)[CH:23]=1. The yield is 0.830. (6) The reactants are C[O:2][C:3]1[CH:4]=[C:5]2[C:10](=[CH:11][CH:12]=1)[CH:9]=[C:8]([C:13]1[NH:14][C:15]3[C:20]([C:21]=1[CH2:22][CH2:23][CH2:24][CH2:25][CH3:26])=[CH:19][CH:18]=[CH:17][CH:16]=3)[CH:7]=[CH:6]2.B(Br)(Br)Br. The catalyst is C(Cl)Cl. The product is [OH:2][C:3]1[CH:4]=[C:5]2[C:10](=[CH:11][CH:12]=1)[CH:9]=[C:8]([C:13]1[NH:14][C:15]3[C:20]([C:21]=1[CH2:22][CH2:23][CH2:24][CH2:25][CH3:26])=[CH:19][CH:18]=[CH:17][CH:16]=3)[CH:7]=[CH:6]2. The yield is 0.770. (7) The reactants are [CH3:1][N:2]([CH3:12])[C:3]1[CH:8]=[CH:7][C:6]([N+:9]([O-])=O)=[CH:5][N:4]=1. The catalyst is CO.[Pd]. The product is [CH3:1][N:2]([CH3:12])[C:3]1[CH:8]=[CH:7][C:6]([NH2:9])=[CH:5][N:4]=1. The yield is 0.920. (8) The reactants are [OH:1][C:2]1[CH:7]=[C:6](O)[CH:5]=[CH:4][N:3]=1.O.[NH2:10][NH2:11]. The catalyst is COCCO. The product is [NH:10]([C:6]1[CH:5]=[CH:4][NH:3][C:2](=[O:1])[CH:7]=1)[NH2:11]. The yield is 0.883.